Predict the reactants needed to synthesize the given product. From a dataset of Full USPTO retrosynthesis dataset with 1.9M reactions from patents (1976-2016). Given the product [CH:9]([NH:8][C:6]1[C:5]([N+:12]([O-:14])=[O:13])=[CH:4][N:3]=[C:2]([NH:29][C:27]2[CH:26]=[CH:25][N:24]=[C:23]([N:20]3[CH2:19][CH2:18][CH:17]([O:16][CH3:15])[CH2:22][CH2:21]3)[N:28]=2)[CH:7]=1)([CH3:11])[CH3:10], predict the reactants needed to synthesize it. The reactants are: Cl[C:2]1[CH:7]=[C:6]([NH:8][CH:9]([CH3:11])[CH3:10])[C:5]([N+:12]([O-:14])=[O:13])=[CH:4][N:3]=1.[CH3:15][O:16][CH:17]1[CH2:22][CH2:21][N:20]([C:23]2[N:28]=[C:27]([NH2:29])[CH:26]=[CH:25][N:24]=2)[CH2:19][CH2:18]1.CC(C1C=C(C(C)C)C(C2C=CC=CC=2P(C2CCCCC2)C2CCCCC2)=C(C(C)C)C=1)C.C([O-])([O-])=O.[Cs+].[Cs+].